This data is from Acute oral toxicity (LD50) regression data from Zhu et al.. The task is: Regression/Classification. Given a drug SMILES string, predict its toxicity properties. Task type varies by dataset: regression for continuous values (e.g., LD50, hERG inhibition percentage) or binary classification for toxic/non-toxic outcomes (e.g., AMES mutagenicity, cardiotoxicity, hepatotoxicity). Dataset: ld50_zhu. (1) The molecule is CNC(=O)Oc1cc(C)cc(C(C)C)c1. The rat oral LD50 is 3.77, given as -log10 of the dose in mol/kg body weight (higher means more acutely toxic). (2) The drug is CC1CCC2(O)C3(C)CC4(O)OC2(C1O)C1(O)C3(O)C(OC(=O)c2ccc[nH]2)C(O)(C(C)C)C41C. The rat oral LD50 is 2.82, given as -log10 of the dose in mol/kg body weight (higher means more acutely toxic).